This data is from Full USPTO retrosynthesis dataset with 1.9M reactions from patents (1976-2016). The task is: Predict the reactants needed to synthesize the given product. (1) Given the product [F:21][C:18]1[CH:17]=[CH:16][C:15]([C@@H:14]2[CH2:13][CH2:12][N:11]([C:22]([O:24][C:25]3[CH:30]=[CH:29][CH:28]=[CH:27][CH:26]=3)=[O:23])[CH2:10][C@H:9]2[CH2:8][O:7][C:5](=[O:6])[CH2:4][C:1]([O:3][CH3:33])=[O:2])=[CH:20][CH:19]=1, predict the reactants needed to synthesize it. The reactants are: [C:1]([CH2:4][C:5]([O:7][CH2:8][C@H:9]1[C@H:14]([C:15]2[CH:20]=[CH:19][C:18]([F:21])=[CH:17][CH:16]=2)[CH2:13][CH2:12][N:11]([C:22]([O:24][C:25]2[CH:30]=[CH:29][CH:28]=[CH:27][CH:26]=2)=[O:23])[CH2:10]1)=[O:6])([OH:3])=[O:2].CO.[CH3:33][Si](C=[N+]=[N-])(C)C. (2) Given the product [CH:5]1([C:3](=[O:4])[CH:13]=[CH2:14])[CH2:10][CH2:9][CH2:8][CH2:7][CH2:6]1, predict the reactants needed to synthesize it. The reactants are: CN(OC)[C:3]([CH:5]1[CH2:10][CH2:9][CH2:8][CH2:7][CH2:6]1)=[O:4].[CH:13]([Mg]Br)=[CH2:14].[NH4+].[Cl-]. (3) Given the product [CH2:1]([N:8]1[CH2:13][CH2:12][CH:11]([C:14](=[O:22])[CH2:15][C:16]2[CH:20]=[CH:19][S:18][C:17]=2[F:21])[CH2:10][CH2:9]1)[C:2]1[CH:7]=[CH:6][CH:5]=[CH:4][CH:3]=1, predict the reactants needed to synthesize it. The reactants are: [CH2:1]([N:8]1[CH2:13][CH:12]=[C:11]([C:14](=[O:22])[CH2:15][C:16]2[CH:20]=[CH:19][S:18][C:17]=2[F:21])[CH2:10][CH2:9]1)[C:2]1[CH:7]=[CH:6][CH:5]=[CH:4][CH:3]=1.